From a dataset of Reaction yield outcomes from USPTO patents with 853,638 reactions. Predict the reaction yield, written as a fraction of the theoretical maximum amount of product (1.0 means a 100% yield; for example, 0.34 means a 34% yield). (1) The reactants are [ClH:1].CO[C:4](=O)[CH:5]([NH2:12])[CH2:6][CH2:7][CH2:8][CH2:9][C:10]#[CH:11].[N:14]#[C:15][NH2:16]. No catalyst specified. The product is [ClH:1].[CH2:6]([C:5]1[N:12]=[C:15]([NH2:16])[NH:14][CH:4]=1)[CH2:7][CH2:8][CH2:9][C:10]#[CH:11]. The yield is 0.870. (2) The reactants are [C:1]([C:4]1[C:39](=[O:40])[C@@:8]2([CH3:41])[C:9]3[C:15]([OH:16])=[CH:14][C:13]([O:17][CH3:18])=[C:12]([C:19]([NH:21][CH2:22][C:23]4[C:32]5[C:27](=[CH:28][CH:29]=[CH:30][CH:31]=5)[CH:26]=[C:25](/[CH:33]=[CH:34]/[C:35]([O:37][CH3:38])=[O:36])[CH:24]=4)=[O:20])[C:10]=3[O:11][C:7]2=[CH:6][C:5]=1[OH:42])(=[O:3])[CH3:2].[H][H]. The catalyst is C(OCC)(=O)C.C(O)C.[C].[Pd]. The product is [C:1]([C:4]1[C:39](=[O:40])[C@@:8]2([CH3:41])[C:9]3[C:15]([OH:16])=[CH:14][C:13]([O:17][CH3:18])=[C:12]([C:19]([NH:21][CH2:22][C:23]4[C:32]5[C:27](=[CH:28][CH:29]=[CH:30][CH:31]=5)[CH:26]=[C:25]([CH2:33][CH2:34][C:35]([O:37][CH3:38])=[O:36])[CH:24]=4)=[O:20])[C:10]=3[O:11][C:7]2=[CH:6][C:5]=1[OH:42])(=[O:3])[CH3:2]. The yield is 0.720. (3) No catalyst specified. The product is [CH3:27][CH:28]1[CH2:33][CH:32]([N:34]2[C:17](=[O:18])[C:16]([CH2:15][C:12]3[CH:13]=[CH:14][C:9]([C:4]4[C:3]([C:1]#[N:2])=[CH:8][CH:7]=[CH:6][CH:5]=4)=[CH:10][CH:11]=3)=[C:22]([CH2:23][CH2:24][CH3:25])[N:36]3[N:37]=[CH:38][N:39]=[C:35]23)[CH2:31][CH2:30][O:29]1. The reactants are [C:1]([C:3]1[CH:8]=[CH:7][CH:6]=[CH:5][C:4]=1[C:9]1[CH:14]=[CH:13][C:12]([CH2:15][CH:16]([C:22](=O)[CH2:23][CH2:24][CH3:25])[C:17](OCC)=[O:18])=[CH:11][CH:10]=1)#[N:2].[CH3:27][CH:28]1[CH2:33][CH:32]([NH:34][C:35]2[NH:39][CH:38]=[N:37][N:36]=2)[CH2:31][CH2:30][O:29]1. The yield is 0.560. (4) The reactants are [Cl:1][C:2]1[CH:3]=[C:4]([CH2:12][OH:13])[CH:5]=[C:6]([C:8]([F:11])([F:10])[F:9])[CH:7]=1.C1N=CN([C:19](N2C=NC=C2)=[O:20])C=1.[CH2:26]1[NH:32][CH2:31][CH2:30][CH2:29][N:28]2[CH:33]=[C:34]([C:36]([O:38][CH2:39][CH3:40])=[O:37])[CH:35]=[C:27]12. The catalyst is CN(C=O)C.CN(C1C=CN=CC=1)C. The product is [CH2:26]1[N:32]([C:19]([O:13][CH2:12][C:4]2[CH:5]=[C:6]([C:8]([F:10])([F:11])[F:9])[CH:7]=[C:2]([Cl:1])[CH:3]=2)=[O:20])[CH2:31][CH2:30][CH2:29][N:28]2[CH:33]=[C:34]([C:36]([O:38][CH2:39][CH3:40])=[O:37])[CH:35]=[C:27]12. The yield is 0.660. (5) The reactants are C1(P(N=[N+]=[N-])(C2C=CC=CC=2)=[O:8])C=CC=CC=1.C([N:20]([CH2:23][CH3:24])[CH2:21]C)C.[O:25]=[C:26]1C2[CH2:32][CH:28]([CH2:29]C2C(O)=O)[O:27]1.[C:36]1([CH2:42][OH:43])[CH:41]=[CH:40][CH:39]=[CH:38][CH:37]=1. The catalyst is C1(C)C=CC=CC=1. The product is [O:25]=[C:26]1[CH:24]2[CH2:32][CH:28]([CH2:29][CH:23]2[NH:20][C:21](=[O:8])[O:43][CH2:42][C:36]2[CH:41]=[CH:40][CH:39]=[CH:38][CH:37]=2)[O:27]1. The yield is 0.720.